This data is from Full USPTO retrosynthesis dataset with 1.9M reactions from patents (1976-2016). The task is: Predict the reactants needed to synthesize the given product. (1) Given the product [Cl:34][C:31]1[CH:32]=[CH:33][C:28]([CH2:27][N:9]2[C:8](=[O:24])[C:7]3[C:12](=[CH:13][CH:14]=[C:5]([O:4][CH2:3][CH:2]([F:1])[F:25])[CH:6]=3)[N:11]([CH:15]3[CH2:20][CH2:19][N:18]([CH:21]=[O:22])[CH2:17][CH2:16]3)[C:10]2=[O:23])=[CH:29][CH:30]=1, predict the reactants needed to synthesize it. The reactants are: [F:1][CH:2]([F:25])[CH2:3][O:4][C:5]1[CH:6]=[C:7]2[C:12](=[CH:13][CH:14]=1)[N:11]([CH:15]1[CH2:20][CH2:19][N:18]([CH:21]=[O:22])[CH2:17][CH2:16]1)[C:10](=[O:23])[NH:9][C:8]2=[O:24].Br[CH2:27][C:28]1[CH:33]=[CH:32][C:31]([Cl:34])=[CH:30][CH:29]=1.C([O-])([O-])=O.[Cs+].[Cs+].CCOC(C)=O. (2) Given the product [NH2:2][C:1]1[NH:24][N:23]=[C:7]([NH:19][C:18]2[CH:20]=[CH:21][C:15]([N+:12]([O-:14])=[O:13])=[CH:16][CH:17]=2)[C:3]=1[C:4]([NH2:6])=[O:5], predict the reactants needed to synthesize it. The reactants are: [C:1]([C:3](=[C:7](SC)SC)[C:4]([NH2:6])=[O:5])#[N:2].[N+:12]([C:15]1[CH:21]=[CH:20][C:18]([NH2:19])=[CH:17][CH:16]=1)([O-:14])=[O:13].O.[NH2:23][NH2:24]. (3) Given the product [C:19]([O:23][C:24](=[O:49])[CH2:25][N:26]1[C:30]2[CH:31]=[CH:32][C:33]([N:35]([S:36]([C:39]3[CH:40]=[CH:41][C:42]([F:45])=[CH:43][CH:44]=3)(=[O:37])=[O:38])[CH2:6][C:5]3[CH:8]=[CH:9][CH:10]=[C:3]([C:2]([F:12])([F:11])[F:1])[CH:4]=3)=[CH:34][C:29]=2[N:28]=[C:27]1[CH2:46][CH2:47][CH3:48])([CH3:22])([CH3:21])[CH3:20], predict the reactants needed to synthesize it. The reactants are: [F:1][C:2]([F:12])([F:11])[C:3]1[CH:4]=[C:5]([CH:8]=[CH:9][CH:10]=1)[CH2:6]Br.C([O-])([O-])=O.[K+].[K+].[C:19]([O:23][C:24](=[O:49])[CH2:25][N:26]1[C:30]2[CH:31]=[CH:32][C:33]([NH:35][S:36]([C:39]3[CH:44]=[CH:43][C:42]([F:45])=[CH:41][CH:40]=3)(=[O:38])=[O:37])=[CH:34][C:29]=2[N:28]=[C:27]1[CH2:46][CH2:47][CH3:48])([CH3:22])([CH3:21])[CH3:20]. (4) The reactants are: [CH3:1][O:2][C:3](=[O:21])[C:4]([NH:17][C:18](=[O:20])[CH3:19])=[CH:5][C:6]1[C:15]2[C:10](=[CH:11][CH:12]=[CH:13][CH:14]=2)[C:9]([NH2:16])=[CH:8][CH:7]=1. Given the product [CH3:1][O:2][C:3](=[O:21])[CH:4]([NH:17][C:18](=[O:20])[CH3:19])[CH2:5][C:6]1[C:15]2[C:10](=[CH:11][CH:12]=[CH:13][CH:14]=2)[C:9]([NH2:16])=[CH:8][CH:7]=1, predict the reactants needed to synthesize it. (5) Given the product [Br:20][CH2:9][C:6]1[N:5]=[C:4]([N+:10]([O-:12])=[O:11])[C:3]([O:2][CH3:1])=[CH:8][CH:7]=1, predict the reactants needed to synthesize it. The reactants are: [CH3:1][O:2][C:3]1[C:4]([N+:10]([O-:12])=[O:11])=[N:5][C:6]([CH3:9])=[CH:7][CH:8]=1.C1C(=O)N([Br:20])C(=O)C1.C(OOC(=O)C1C=CC=CC=1)(=O)C1C=CC=CC=1.[OH-].[Na+].